Predict the reactants needed to synthesize the given product. From a dataset of Full USPTO retrosynthesis dataset with 1.9M reactions from patents (1976-2016). (1) Given the product [Cl:30][C:29]1[C:25]([Cl:24])=[C:26]([CH3:32])[NH:27][C:28]=1[C:6]([NH:8][CH:9]1[CH2:10][CH2:11][N:12]([C:15]2[O:19][C:18]([C:20]([O:22][CH3:23])=[O:21])=[N:17][N:16]=2)[CH2:13][CH2:14]1)=[O:7], predict the reactants needed to synthesize it. The reactants are: C(O[C:6]([NH:8][CH:9]1[CH2:14][CH2:13][N:12]([C:15]2[O:19][C:18]([C:20]([O:22][CH3:23])=[O:21])=[N:17][N:16]=2)[CH2:11][CH2:10]1)=[O:7])(C)(C)C.[Cl:24][C:25]1[C:29]([Cl:30])=[C:28](C)[NH:27][C:26]=1[C:32](NC1CCN(C2SC(C#N)=C(O)N=2)CC1)=O. (2) Given the product [Cl:11][C:12]1[CH:17]=[CH:16][C:15]([S:18]([NH:1][C@@H:2]2[CH2:7][CH2:6][CH2:5][CH2:4][C@@H:3]2[C:8]([NH2:10])=[O:9])(=[O:20])=[O:19])=[CH:14][CH:13]=1, predict the reactants needed to synthesize it. The reactants are: [NH2:1][C@@H:2]1[CH2:7][CH2:6][CH2:5][CH2:4][C@@H:3]1[C:8]([NH2:10])=[O:9].[Cl:11][C:12]1[CH:17]=[CH:16][C:15]([S:18](Cl)(=[O:20])=[O:19])=[CH:14][CH:13]=1.C(N(CC)CC)C.Cl.